Dataset: Forward reaction prediction with 1.9M reactions from USPTO patents (1976-2016). Task: Predict the product of the given reaction. (1) Given the reactants [OH:1][C:2]1[CH:3]=[C:4]([CH:7]=[CH:8][C:9]=1[O:10][CH3:11])[C:5]#[N:6].C(N(CC)CC)C.[NH4+]=[S:20], predict the reaction product. The product is: [OH:1][C:2]1[CH:3]=[C:4]([CH:7]=[CH:8][C:9]=1[O:10][CH3:11])[C:5](=[S:20])[NH2:6]. (2) Given the reactants [OH:1][C:2]1[CH:3]=[C:4]([CH:9]=[CH:10][C:11]=1[O:12][CH3:13])[C:5]([O:7][CH3:8])=[O:6].Br[CH2:15][CH2:16][CH2:17][Cl:18].C(=O)([O-])[O-].[K+].[K+], predict the reaction product. The product is: [Cl:18][CH2:17][CH2:16][CH2:15][O:1][C:2]1[CH:3]=[C:4]([CH:9]=[CH:10][C:11]=1[O:12][CH3:13])[C:5]([O:7][CH3:8])=[O:6]. (3) The product is: [CH3:23][C:15]1([CH3:22])[C:16]2[C:21]3=[C:20]([C:4]4[CH:3]=[C:2]([N:30]([C:31]5[CH:32]=[CH:33][CH:34]=[CH:35][CH:36]=5)[C:24]5[CH:29]=[CH:28][CH:27]=[CH:26][CH:25]=5)[CH:7]=[CH:6][C:5]=4[N:8]3[C:9]3[CH:10]=[CH:11][CH:12]=[CH:13][C:14]1=3)[CH:19]=[CH:18][CH:17]=2. Given the reactants Br[C:2]1[CH:7]=[CH:6][C:5]2[N:8]3[C:21]4[CH:20]=[CH:19][CH:18]=[CH:17][C:16]=4[C:15]([CH3:23])([CH3:22])[C:14]4[C:9]3=[C:10]([CH:11]=[CH:12][CH:13]=4)[C:4]=2[CH:3]=1.[C:24]1([NH:30][C:31]2[CH:36]=[CH:35][CH:34]=[CH:33][CH:32]=2)[CH:29]=[CH:28][CH:27]=[CH:26][CH:25]=1.N#N.P(C(C)(C)C)(C(C)(C)C)C(C)(C)C.CC([O-])(C)C.[Na+], predict the reaction product. (4) Given the reactants [F:1][C:2]1[C:7]([C:8]([F:11])([F:10])[F:9])=[CH:6][CH:5]=[CH:4][C:3]=1[C:12](=[O:15])[CH2:13][CH3:14].S(Cl)([Cl:19])(=O)=O, predict the reaction product. The product is: [Cl:19][CH:13]([CH3:14])[C:12]([C:3]1[CH:4]=[CH:5][CH:6]=[C:7]([C:8]([F:10])([F:11])[F:9])[C:2]=1[F:1])=[O:15].